From a dataset of Acute oral toxicity (LD50) regression data from Zhu et al.. Regression/Classification. Given a drug SMILES string, predict its toxicity properties. Task type varies by dataset: regression for continuous values (e.g., LD50, hERG inhibition percentage) or binary classification for toxic/non-toxic outcomes (e.g., AMES mutagenicity, cardiotoxicity, hepatotoxicity). Dataset: ld50_zhu. (1) The compound is CCSP(=O)(CC)SCC. The rat oral LD50 is 3.82, given as -log10 of the dose in mol/kg body weight (higher means more acutely toxic). (2) The compound is CCCCCCCCBr. The rat oral LD50 is 1.58, given as -log10 of the dose in mol/kg body weight (higher means more acutely toxic). (3) The drug is O=C(O)CC(=O)O. The rat oral LD50 is 1.90, given as -log10 of the dose in mol/kg body weight (higher means more acutely toxic).